Dataset: Forward reaction prediction with 1.9M reactions from USPTO patents (1976-2016). Task: Predict the product of the given reaction. (1) Given the reactants [F:1][CH:2]1[CH2:7][CH2:6][CH:5]([CH:8]([CH:10]2[CH2:15][CH2:14][CH:13]([F:16])[CH2:12][CH2:11]2)[OH:9])[CH2:4][CH2:3]1.CC(OI1(OC(C)=O)(OC(C)=O)OC(=O)C2C=CC=CC1=2)=O, predict the reaction product. The product is: [F:1][CH:2]1[CH2:7][CH2:6][CH:5]([C:8]([CH:10]2[CH2:15][CH2:14][CH:13]([F:16])[CH2:12][CH2:11]2)=[O:9])[CH2:4][CH2:3]1. (2) Given the reactants Cl[C:2]1[N:7]=[C:6]([O:8][C:9]2[C:14]3[N:15]=[C:16]([NH:18][C:19](=[O:21])[CH3:20])[S:17][C:13]=3[CH:12]=[CH:11][CH:10]=2)[CH:5]=[C:4]([C:22]2[CH:27]=[CH:26][C:25]([C:28]([F:31])([F:30])[F:29])=[CH:24][CH:23]=2)[N:3]=1.C([Sn]([CH2:45][OH:46])(CCCC)CCCC)CCC, predict the reaction product. The product is: [OH:46][CH2:45][C:2]1[N:7]=[C:6]([O:8][C:9]2[C:14]3[N:15]=[C:16]([NH:18][C:19](=[O:21])[CH3:20])[S:17][C:13]=3[CH:12]=[CH:11][CH:10]=2)[CH:5]=[C:4]([C:22]2[CH:27]=[CH:26][C:25]([C:28]([F:31])([F:30])[F:29])=[CH:24][CH:23]=2)[N:3]=1.